Task: Predict the reactants needed to synthesize the given product.. Dataset: Full USPTO retrosynthesis dataset with 1.9M reactions from patents (1976-2016) Given the product [N+:9]([CH:12]=[CH:1][C:2]1[CH:7]=[CH:6][CH:5]=[CH:4][CH:3]=1)([O-:11])=[O:10], predict the reactants needed to synthesize it. The reactants are: [CH:1](=O)[C:2]1[CH:7]=[CH:6][CH:5]=[CH:4][CH:3]=1.[N+:9]([CH3:12])([O-:11])=[O:10].[OH-].[Na+].Cl.O.